From a dataset of Full USPTO retrosynthesis dataset with 1.9M reactions from patents (1976-2016). Predict the reactants needed to synthesize the given product. (1) Given the product [Cl:18][C:19]1[CH:20]=[C:21]([NH:26][C:27]([CH:12]2[C:11](=[O:16])[CH2:10][C:9]([CH3:17])([CH3:8])[O:14][C:13]2=[O:15])=[O:28])[CH:22]=[CH:23][C:24]=1[Cl:25], predict the reactants needed to synthesize it. The reactants are: C(N(CC)CC)C.[CH3:8][C:9]1([CH3:17])[O:14][C:13](=[O:15])[CH2:12][C:11](=[O:16])[CH2:10]1.[Cl:18][C:19]1[CH:20]=[C:21]([N:26]=[C:27]=[O:28])[CH:22]=[CH:23][C:24]=1[Cl:25]. (2) Given the product [NH2:27][CH2:26][CH2:25][CH2:24][N:21]1[CH2:22][CH2:23][CH:18]([C:14]2[CH:13]=[C:12]([NH:11][C:8](=[O:10])[CH3:9])[CH:17]=[CH:16][CH:15]=2)[CH2:19][CH2:20]1, predict the reactants needed to synthesize it. The reactants are: C(O)(C(F)(F)F)=O.[C:8]([NH:11][C:12]1[CH:13]=[C:14]([CH:18]2[CH2:23][CH2:22][N:21]([CH2:24][CH2:25][CH2:26][NH:27]C(=O)OC(C)(C)C)[CH2:20][CH2:19]2)[CH:15]=[CH:16][CH:17]=1)(=[O:10])[CH3:9].[OH-].[K+]. (3) Given the product [CH:6]([OH:8])=[O:7].[CH3:58][S:59]([NH:62][C:6](=[O:8])[C:5]1[CH:4]=[CH:3][C:2]([O:1][CH2:20][C:17]2[CH:18]=[N:19][C:14]([C:13]([F:23])([F:22])[F:12])=[CH:15][CH:16]=2)=[CH:11][CH:10]=1)(=[O:61])=[O:60], predict the reactants needed to synthesize it. The reactants are: [OH:1][C:2]1[CH:11]=[CH:10][C:5]([C:6]([O:8]C)=[O:7])=[CH:4][CH:3]=1.[F:12][C:13]([F:23])([F:22])[C:14]1[N:19]=[CH:18][C:17]([CH2:20]O)=[CH:16][CH:15]=1.C1(P(C2C=CC=CC=2)C2C=CC=CC=2)C=CC=CC=1.[OH-].[Li+].C(O)(=O)CC(CC(O)=O)(C(O)=O)O.[CH3:58][S:59]([NH2:62])(=[O:61])=[O:60].Cl.CN(C)CCCN=C=NCC. (4) The reactants are: [O:1]([CH2:10][CH2:11][CH2:12][CH2:13][C:14]([O:16]C)=[O:15])[P:2]([O:5][P:6]([O-:9])([O-:8])=[O:7])(=[O:4])[O-:3].Cl. Given the product [OH:3][P:2]([O:5][P:6]([OH:9])([OH:8])=[O:7])(=[O:1])[OH:4].[CH3:10][CH2:11][CH2:12][CH2:13][C:14]([OH:16])=[O:15], predict the reactants needed to synthesize it. (5) Given the product [Br:20][C:17]1[CH:18]=[CH:19][C:14]([O:13][C:7]2[CH:6]=[C:5]([CH2:4][C:3]([OH:35])=[O:2])[CH:10]=[CH:9][C:8]=2[O:11][CH3:12])=[C:15]([CH2:21][N:22]2[C@@H:26]([CH3:27])[C@@H:25]([C:28]3[CH:33]=[CH:32][CH:31]=[CH:30][CH:29]=3)[O:24][C:23]2=[O:34])[CH:16]=1, predict the reactants needed to synthesize it. The reactants are: C[O:2][C:3](=[O:35])[CH2:4][C:5]1[CH:10]=[CH:9][C:8]([O:11][CH3:12])=[C:7]([O:13][C:14]2[CH:19]=[CH:18][C:17]([Br:20])=[CH:16][C:15]=2[CH2:21][N:22]2[C@@H:26]([CH3:27])[C@@H:25]([C:28]3[CH:33]=[CH:32][CH:31]=[CH:30][CH:29]=3)[O:24][C:23]2=[O:34])[CH:6]=1.C1(B(O)O)C=CC=CC=1.